This data is from NCI-60 drug combinations with 297,098 pairs across 59 cell lines. The task is: Regression. Given two drug SMILES strings and cell line genomic features, predict the synergy score measuring deviation from expected non-interaction effect. (1) Drug 1: C1=NC2=C(N=C(N=C2N1C3C(C(C(O3)CO)O)O)F)N. Drug 2: B(C(CC(C)C)NC(=O)C(CC1=CC=CC=C1)NC(=O)C2=NC=CN=C2)(O)O. Cell line: CCRF-CEM. Synergy scores: CSS=70.2, Synergy_ZIP=-1.64, Synergy_Bliss=-4.68, Synergy_Loewe=-5.74, Synergy_HSA=-3.38. (2) Drug 1: C1=NC2=C(N=C(N=C2N1C3C(C(C(O3)CO)O)O)F)N. Drug 2: CC1CCC2CC(C(=CC=CC=CC(CC(C(=O)C(C(C(=CC(C(=O)CC(OC(=O)C3CCCCN3C(=O)C(=O)C1(O2)O)C(C)CC4CCC(C(C4)OC)OCCO)C)C)O)OC)C)C)C)OC. Cell line: KM12. Synergy scores: CSS=0.503, Synergy_ZIP=-1.26, Synergy_Bliss=-4.45, Synergy_Loewe=-3.97, Synergy_HSA=-4.53. (3) Drug 1: C1=CC(=CC=C1CCC2=CNC3=C2C(=O)NC(=N3)N)C(=O)NC(CCC(=O)O)C(=O)O. Drug 2: CC(C)NC(=O)C1=CC=C(C=C1)CNNC.Cl. Cell line: OVCAR-8. Synergy scores: CSS=9.23, Synergy_ZIP=-12.0, Synergy_Bliss=-22.4, Synergy_Loewe=-42.5, Synergy_HSA=-23.0. (4) Drug 1: CC=C1C(=O)NC(C(=O)OC2CC(=O)NC(C(=O)NC(CSSCCC=C2)C(=O)N1)C(C)C)C(C)C. Drug 2: N.N.Cl[Pt+2]Cl. Cell line: SNB-75. Synergy scores: CSS=33.7, Synergy_ZIP=-1.68, Synergy_Bliss=6.20, Synergy_Loewe=-8.21, Synergy_HSA=7.28. (5) Drug 1: CCN(CC)CCNC(=O)C1=C(NC(=C1C)C=C2C3=C(C=CC(=C3)F)NC2=O)C. Drug 2: C1CN1C2=NC(=NC(=N2)N3CC3)N4CC4. Cell line: M14. Synergy scores: CSS=30.8, Synergy_ZIP=2.87, Synergy_Bliss=6.93, Synergy_Loewe=6.74, Synergy_HSA=7.83. (6) Drug 1: CC1=C(C=C(C=C1)NC(=O)C2=CC=C(C=C2)CN3CCN(CC3)C)NC4=NC=CC(=N4)C5=CN=CC=C5. Drug 2: CC1C(C(CC(O1)OC2CC(OC(C2O)C)OC3=CC4=CC5=C(C(=O)C(C(C5)C(C(=O)C(C(C)O)O)OC)OC6CC(C(C(O6)C)O)OC7CC(C(C(O7)C)O)OC8CC(C(C(O8)C)O)(C)O)C(=C4C(=C3C)O)O)O)O. Cell line: RXF 393. Synergy scores: CSS=53.0, Synergy_ZIP=1.01, Synergy_Bliss=0.484, Synergy_Loewe=-11.1, Synergy_HSA=-1.25. (7) Drug 1: CC12CCC(CC1=CCC3C2CCC4(C3CC=C4C5=CN=CC=C5)C)O. Drug 2: C1CN1P(=S)(N2CC2)N3CC3. Cell line: UO-31. Synergy scores: CSS=20.9, Synergy_ZIP=5.07, Synergy_Bliss=7.05, Synergy_Loewe=3.44, Synergy_HSA=7.95.